This data is from Full USPTO retrosynthesis dataset with 1.9M reactions from patents (1976-2016). The task is: Predict the reactants needed to synthesize the given product. Given the product [F:11][C:4]1[CH:3]=[C:2]([C:17]2[CH:18]=[CH:19][C:14]([C:13]([F:24])([F:23])[F:12])=[CH:15][CH:16]=2)[CH:7]=[CH:6][C:5]=1[N+:8]([O-:10])=[O:9], predict the reactants needed to synthesize it. The reactants are: Cl[C:2]1[CH:7]=[CH:6][C:5]([N+:8]([O-:10])=[O:9])=[C:4]([F:11])[CH:3]=1.[F:12][C:13]([F:24])([F:23])[C:14]1[CH:19]=[CH:18][C:17](B(O)O)=[CH:16][CH:15]=1.C(=O)([O-])[O-].[Na+].[Na+].